This data is from Forward reaction prediction with 1.9M reactions from USPTO patents (1976-2016). The task is: Predict the product of the given reaction. (1) Given the reactants [F:1][C:2]([F:6])([F:5])[CH2:3][NH2:4].[NH2:7][C:8]1[N:13]=[C:12]([N:14]([CH3:21])[C:15]2[CH:20]=[CH:19][CH:18]=[CH:17][CH:16]=2)[N:11]=[C:10]([C:22]2[N:26]=[C:25]([C:27]3[CH:28]=[CH:29][C:30]([C:33](OC)=[O:34])=[N:31][CH:32]=3)[O:24][N:23]=2)[N:9]=1, predict the reaction product. The product is: [NH2:7][C:8]1[N:13]=[C:12]([N:14]([CH3:21])[C:15]2[CH:16]=[CH:17][CH:18]=[CH:19][CH:20]=2)[N:11]=[C:10]([C:22]2[N:26]=[C:25]([C:27]3[CH:28]=[CH:29][C:30]([C:33]([NH:4][CH2:3][C:2]([F:6])([F:5])[F:1])=[O:34])=[N:31][CH:32]=3)[O:24][N:23]=2)[N:9]=1. (2) Given the reactants [CH:1]1([C@:7]([C:12]2[CH:17]=[CH:16][CH:15]=[CH:14][CH:13]=2)([OH:11])[C:8](O)=[O:9])[CH2:6][CH2:5][CH2:4][CH2:3][CH2:2]1.C(N1C=CN=C1)(N1C=CN=C1)=O.O.[NH2:31][NH2:32], predict the reaction product. The product is: [CH:1]1([C@@:7]([OH:11])([C:12]2[CH:17]=[CH:16][CH:15]=[CH:14][CH:13]=2)[C:8]([NH:31][NH2:32])=[O:9])[CH2:6][CH2:5][CH2:4][CH2:3][CH2:2]1. (3) Given the reactants [CH3:1][O:2][C:3](=[O:28])[C@@H:4]([NH:20][C:21]([O:23][C:24]([CH3:27])([CH3:26])[CH3:25])=[O:22])[CH2:5][C:6]1[CH:11]=[CH:10][C:9](OS(C(F)(F)F)(=O)=O)=[CH:8][CH:7]=1.[CH3:29][O:30][C:31]1[CH:32]=[C:33](OB(O)O)[CH:34]=[CH:35][CH:36]=1.C(=O)([O-])[O-].[K+].[K+], predict the reaction product. The product is: [CH3:1][O:2][C:3](=[O:28])[C@@H:4]([NH:20][C:21]([O:23][C:24]([CH3:27])([CH3:26])[CH3:25])=[O:22])[CH2:5][C:6]1[CH:11]=[CH:10][C:9]([C:35]2[CH:34]=[CH:33][CH:32]=[C:31]([O:30][CH3:29])[CH:36]=2)=[CH:8][CH:7]=1. (4) Given the reactants [N:1]1([S:6]([C:9]2[CH:10]=[C:11]([C:15]3[N:23]4[C:18]([CH:19]=[N:20][C:21](O)=[N:22]4)=[CH:17][CH:16]=3)[CH:12]=[CH:13][CH:14]=2)(=[O:8])=[O:7])[CH2:5][CH2:4][CH2:3][CH2:2]1.[N:25]1[CH:30]=[CH:29][CH:28]=[C:27]([C:31]2[CH:36]=[CH:35][C:34]([NH2:37])=[CH:33][CH:32]=2)[CH:26]=1, predict the reaction product. The product is: [N:25]1[CH:30]=[CH:29][CH:28]=[C:27]([C:31]2[CH:36]=[CH:35][C:34]([NH:37][C:21]3[N:20]=[CH:19][C:18]4=[CH:17][CH:16]=[C:15]([C:11]5[CH:12]=[CH:13][CH:14]=[C:9]([S:6]([N:1]6[CH2:5][CH2:4][CH2:3][CH2:2]6)(=[O:8])=[O:7])[CH:10]=5)[N:23]4[N:22]=3)=[CH:33][CH:32]=2)[CH:26]=1. (5) Given the reactants O=[C:2]([C:8]1[CH:13]=[CH:12][CH:11]=[CH:10][CH:9]=1)[CH2:3][CH2:4][C:5]([OH:7])=O.Cl.[CH2:15]([NH:22][NH2:23])[C:16]1[CH:21]=[CH:20][CH:19]=[CH:18][CH:17]=1.C([O-])(=O)C.[Na+], predict the reaction product. The product is: [CH2:15]([N:22]1[C:5](=[O:7])[CH2:4][CH2:3][C:2]([C:8]2[CH:13]=[CH:12][CH:11]=[CH:10][CH:9]=2)=[N:23]1)[C:16]1[CH:21]=[CH:20][CH:19]=[CH:18][CH:17]=1. (6) Given the reactants [Br:1]Br.[CH2:3]([N:10]1[C:19](=[O:20])[C:18]2[C:13](=[CH:14][CH:15]=[CH:16][CH:17]=2)[N:12]=[C:11]1[CH2:21][CH2:22][CH3:23])[C:4]1[CH:9]=[CH:8][CH:7]=[CH:6][CH:5]=1.C([O-])(=O)C.[Na+].O, predict the reaction product. The product is: [CH2:3]([N:10]1[C:19](=[O:20])[C:18]2[C:13](=[CH:14][CH:15]=[CH:16][CH:17]=2)[N:12]=[C:11]1[CH:21]([Br:1])[CH2:22][CH3:23])[C:4]1[CH:5]=[CH:6][CH:7]=[CH:8][CH:9]=1. (7) Given the reactants [H-].[Na+].[C:3](OC)(=[O:8])[CH2:4][C:5]([CH3:7])=[O:6].[Li]CCCC.[CH:16]1([C:21](=[O:36])[CH2:22][O:23][C:24]2[CH:29]=[CH:28][C:27]([C:30]([CH3:34])([CH3:33])[C:31]#[N:32])=[C:26]([F:35])[CH:25]=2)[CH2:20][CH2:19][CH2:18][CH2:17]1.Cl, predict the reaction product. The product is: [CH:16]1([C:21]2([CH2:22][O:23][C:24]3[CH:29]=[CH:28][C:27]([C:30]([CH3:33])([CH3:34])[C:31]#[N:32])=[C:26]([F:35])[CH:25]=3)[CH2:7][C:5](=[O:6])[CH2:4][C:3](=[O:8])[O:36]2)[CH2:20][CH2:19][CH2:18][CH2:17]1.